From a dataset of Peptide-MHC class I binding affinity with 185,985 pairs from IEDB/IMGT. Regression. Given a peptide amino acid sequence and an MHC pseudo amino acid sequence, predict their binding affinity value. This is MHC class I binding data. (1) The peptide sequence is EAVRHFPRI. The MHC is HLA-B44:02 with pseudo-sequence HLA-B44:02. The binding affinity (normalized) is 0. (2) The peptide sequence is ERYFRIHSL. The MHC is HLA-A30:02 with pseudo-sequence HLA-A30:02. The binding affinity (normalized) is 0. (3) The peptide sequence is VMCIQMKYV. The binding affinity (normalized) is 0.0847. The MHC is HLA-B27:05 with pseudo-sequence HLA-B27:05. (4) The peptide sequence is PEIWLQLNT. The MHC is HLA-B44:03 with pseudo-sequence HLA-B44:03. The binding affinity (normalized) is 0.282. (5) The peptide sequence is NSDPEFNVL. The MHC is HLA-B08:01 with pseudo-sequence HLA-B08:01. The binding affinity (normalized) is 0.0847. (6) The peptide sequence is KAMLYIIRR. The MHC is HLA-A68:01 with pseudo-sequence HLA-A68:01. The binding affinity (normalized) is 0.724. (7) The peptide sequence is KPIPHRTVL. The MHC is HLA-A11:01 with pseudo-sequence HLA-A11:01. The binding affinity (normalized) is 0.554. (8) The MHC is HLA-B15:01 with pseudo-sequence HLA-B15:01. The binding affinity (normalized) is 0.0847. The peptide sequence is RPSGPGPEL. (9) The peptide sequence is VLLDYQGML. The MHC is HLA-A68:02 with pseudo-sequence HLA-A68:02. The binding affinity (normalized) is 0.